Dataset: Catalyst prediction with 721,799 reactions and 888 catalyst types from USPTO. Task: Predict which catalyst facilitates the given reaction. (1) The catalyst class is: 2. Reactant: [Cl:1][C:2]1[S:3][CH:4]=[CH:5][C:6]=1[C:7]1[CH:12]=[C:11]([F:13])[CH:10]=[CH:9][C:8]=1[F:14].[Cl:15][S:16](O)(=[O:18])=[O:17]. Product: [Cl:1][C:2]1[S:3][C:4]([S:16]([Cl:15])(=[O:18])=[O:17])=[CH:5][C:6]=1[C:7]1[CH:12]=[C:11]([F:13])[CH:10]=[CH:9][C:8]=1[F:14]. (2) Reactant: [Cl:1][C:2]1[CH:3]=[C:4]([CH:14]=[CH:15][CH:16]=1)[O:5][C:6]1[CH:7]=[C:8]([CH:11]=[CH:12][CH:13]=1)[C:9]#[N:10].C1COCC1.[H-].[Al+3].[Li+].[H-].[H-].[H-].[OH-].[Na+]. Product: [Cl:1][C:2]1[CH:3]=[C:4]([CH:14]=[CH:15][CH:16]=1)[O:5][C:6]1[CH:7]=[C:8]([CH:11]=[CH:12][CH:13]=1)[CH2:9][NH2:10]. The catalyst class is: 97.